Dataset: Catalyst prediction with 721,799 reactions and 888 catalyst types from USPTO. Task: Predict which catalyst facilitates the given reaction. (1) Reactant: [CH:1]1[CH:5]=[C:4]([CH2:6][N:7]([CH2:11][CH2:12][Cl:13])[CH2:8][CH2:9][Cl:10])[S:3][CH:2]=1.[ClH:14].[Br-].CN(C=O)C.C(N(CC)CC)C.CCC1(C2C=CC(N)=CC=2)C(=O)NC(=O)CC1. Product: [CH:1]1[CH:5]=[C:4]([CH2:6][N:7]([CH2:11][CH2:12][Cl:13])[CH2:8][CH2:9][Cl:10])[S:3][CH:2]=1.[ClH:14]. The catalyst class is: 6. (2) Reactant: [H-].[Al+3].[Li+].[H-].[H-].[H-].C1COCC1.[CH3:12][O:13][C:14]1[N:24]=[CH:23][C:22]2[S:21][CH2:20][CH2:19][NH:18][C:17](=O)[C:16]=2[CH:15]=1. Product: [CH3:12][O:13][C:14]1[N:24]=[CH:23][C:22]2[S:21][CH2:20][CH2:19][NH:18][CH2:17][C:16]=2[CH:15]=1. The catalyst class is: 6. (3) Reactant: CC1C=CC(S(O[CH2:12][CH2:13][N:14]([CH2:25][C@H:26]([OH:28])[CH3:27])[S:15]([C:18]2[CH:23]=[CH:22][C:21]([CH3:24])=[CH:20][CH:19]=2)(=[O:17])=[O:16])(=O)=O)=CC=1.[H-].[Na+].O. Product: [CH3:27][C@H:26]1[O:28][CH2:12][CH2:13][N:14]([S:15]([C:18]2[CH:19]=[CH:20][C:21]([CH3:24])=[CH:22][CH:23]=2)(=[O:16])=[O:17])[CH2:25]1. The catalyst class is: 1. (4) Reactant: [H-].[Al+3].[Li+].[H-].[H-].[H-].[F:7][C:8]1([C:21](OCC)=[O:22])[CH2:13][CH2:12][N:11]([C:14]([O:16][C:17]([CH3:20])([CH3:19])[CH3:18])=[O:15])[CH2:10][CH2:9]1.CCOCC. Product: [F:7][C:8]1([CH2:21][OH:22])[CH2:9][CH2:10][N:11]([C:14]([O:16][C:17]([CH3:18])([CH3:19])[CH3:20])=[O:15])[CH2:12][CH2:13]1. The catalyst class is: 396.